Dataset: Catalyst prediction with 721,799 reactions and 888 catalyst types from USPTO. Task: Predict which catalyst facilitates the given reaction. (1) Reactant: [F:1][C:2]([F:14])([F:13])[C:3]1[CH:4]=[CH:5][C:6]2[S:10][C:9](=[O:11])[NH:8][C:7]=2[CH:12]=1.Cl.Cl[CH2:17][C:18]1[CH:19]=[C:20]([C:24]2[N:29]=[CH:28][C:27]([O:30][CH2:31][CH2:32][N:33]3[CH2:38][CH2:37][O:36][CH2:35][CH2:34]3)=[CH:26][N:25]=2)[CH:21]=[CH:22][CH:23]=1.C(=O)([O-])[O-].[K+].[K+].O. Product: [N:33]1([CH2:32][CH2:31][O:30][C:27]2[CH:28]=[N:29][C:24]([C:20]3[CH:19]=[C:18]([CH:23]=[CH:22][CH:21]=3)[CH2:17][N:8]3[C:7]4[CH:12]=[C:3]([C:2]([F:1])([F:13])[F:14])[CH:4]=[CH:5][C:6]=4[S:10][C:9]3=[O:11])=[N:25][CH:26]=2)[CH2:34][CH2:35][O:36][CH2:37][CH2:38]1. The catalyst class is: 10. (2) Reactant: [F:1][C:2]1[CH:3]=[C:4]2[C:8](=[CH:9][CH:10]=1)[NH:7][C:6](=[O:11])[C:5]2=[C:12]1[C:20]2[C:15](=[CH:16][C:17]([CH2:21][CH2:22][CH2:23]OS(C)(=O)=O)=[CH:18][CH:19]=2)[C:14]([CH3:30])([CH3:29])[O:13]1.[NH:31]1[CH2:36][CH2:35][O:34][CH2:33][CH2:32]1. Product: [CH3:30][C:14]1([CH3:29])[C:15]2[C:20](=[CH:19][CH:18]=[C:17]([CH2:21][CH2:22][CH2:23][N:31]3[CH2:36][CH2:35][O:34][CH2:33][CH2:32]3)[CH:16]=2)[C:12](=[C:5]2[C:4]3[C:8](=[CH:9][CH:10]=[C:2]([F:1])[CH:3]=3)[NH:7][C:6]2=[O:11])[O:13]1. The catalyst class is: 49.